Dataset: Full USPTO retrosynthesis dataset with 1.9M reactions from patents (1976-2016). Task: Predict the reactants needed to synthesize the given product. (1) Given the product [Cl:31][C:9]1[C:8]([N:5]2[CH2:6][CH2:7][C@H:2]3[N:1]([CH:46]4[CH2:45][O:44][CH2:47]4)[C:33](=[O:34])[O:32][C@@H:3]3[CH2:4]2)=[CH:13][C:12]([C:14]#[N:15])=[CH:11][C:10]=1[NH:16][C:17]1[N:22]=[C:21]([NH:23][CH2:24][CH3:25])[C:20]2=[N:26][CH:27]=[C:28]([C:29]#[N:30])[N:19]2[N:18]=1, predict the reactants needed to synthesize it. The reactants are: [NH2:1][C@@H:2]1[CH2:7][CH2:6][N:5]([C:8]2[C:9]([Cl:31])=[C:10]([NH:16][C:17]3[N:22]=[C:21]([NH:23][CH2:24][CH3:25])[C:20]4=[N:26][CH:27]=[C:28]([C:29]#[N:30])[N:19]4[N:18]=3)[CH:11]=[C:12]([C:14]#[N:15])[CH:13]=2)[CH2:4][C@H:3]1[OH:32].[CH:33](OC)(OC)[O:34]C.CC(O)=O.[O:44]1[CH2:47][C:46](=O)[CH2:45]1.[BH3-]C#N.[Na+]. (2) Given the product [CH3:13][N:8]1[C:7]2[C:14]3[CH:15]=[CH:16][CH:17]=[CH:18][C:19]=3[C:20](=[O:21])[C:6]=2[C:5]2[C:10](=[CH:11][C:2]([NH:1][C:24](=[O:25])[OH:26])=[CH:3][CH:4]=2)[C:9]1=[O:12], predict the reactants needed to synthesize it. The reactants are: [NH2:1][C:2]1[CH:11]=[C:10]2[C:5]([C:6]3[C:20](=[O:21])[C:19]4[CH:18]=[CH:17][CH:16]=[CH:15][C:14]=4[C:7]=3[N:8]([CH3:13])[C:9]2=[O:12])=[CH:4][CH:3]=1.ClC(=O)[C:24]([O:26]C)=[O:25].CN1C2C3C=CC=CC=3C(=O)C=2C2C(=CC(NC(=O)C(OC)=O)=CC=2)C1=O.[OH-].[Na+]. (3) The reactants are: Cl.O1CCOCC1.C(OC([NH:15][C:16]1[CH:21]=[CH:20][C:19]([C@H:22]2[C@@H:27]([C:28]([O:30][CH2:31][CH3:32])=[O:29])[CH2:26][CH2:25][CH2:24][N:23]2[C:33](=[O:42])[C:34]2[C:39]([CH3:40])=[CH:38][CH:37]=[CH:36][C:35]=2[F:41])=[CH:18][CH:17]=1)=O)(C)(C)C.C([O-])(O)=O.[Na+]. Given the product [NH2:15][C:16]1[CH:21]=[CH:20][C:19]([C@H:22]2[C@@H:27]([C:28]([O:30][CH2:31][CH3:32])=[O:29])[CH2:26][CH2:25][CH2:24][N:23]2[C:33](=[O:42])[C:34]2[C:39]([CH3:40])=[CH:38][CH:37]=[CH:36][C:35]=2[F:41])=[CH:18][CH:17]=1, predict the reactants needed to synthesize it. (4) Given the product [ClH:24].[C:7]12([C:5]([C:4]3[CH:21]=[CH:22][CH:23]=[C:2]([Br:1])[CH:3]=3)=[O:6])[NH:13][CH:10]([CH2:11][CH2:12]1)[CH2:9][CH2:8]2, predict the reactants needed to synthesize it. The reactants are: [Br:1][C:2]1[CH:3]=[C:4]([CH:21]=[CH:22][CH:23]=1)[C:5]([C:7]12[N:13](C(OC(C)(C)C)=O)[CH:10]([CH2:11][CH2:12]1)[CH2:9][CH2:8]2)=[O:6].[ClH:24]. (5) Given the product [NH2:20][C:19]1[N:11]([CH2:10][C:2]2[NH:3][C:4]3[CH:9]=[CH:8][CH:7]=[CH:6][C:5]=3[N:1]=2)[C:12](=[S:13])[NH:14][C:22](=[O:23])[CH:21]=1, predict the reactants needed to synthesize it. The reactants are: [NH:1]1[C:5]2[CH:6]=[CH:7][CH:8]=[CH:9][C:4]=2[N:3]=[C:2]1[CH2:10][NH:11][C:12]([NH2:14])=[S:13].[O-]CC.[Na+].[C:19]([CH2:21][C:22](OCC)=[O:23])#[N:20].S(=O)(=O)(O)O. (6) The reactants are: [C:1]([NH2:9])(=[S:8])[C:2]1[CH:7]=[CH:6][N:5]=[CH:4][CH:3]=1.Br[CH2:11][C:12](=O)[C:13]([OH:15])=[O:14]. Given the product [N:5]1[CH:6]=[CH:7][C:2]([C:1]2[S:8][CH:11]=[C:12]([C:13]([OH:15])=[O:14])[N:9]=2)=[CH:3][CH:4]=1, predict the reactants needed to synthesize it. (7) Given the product [F:1][C:2]1([CH2:6][N:7]2[CH2:12][CH2:11][CH:10]([CH2:13][O:14][C:15]3[CH:20]=[CH:19][C:18]([C:21]4[CH:26]=[CH:25][C:24]([C:27]([OH:29])=[O:28])=[CH:23][CH:22]=4)=[CH:17][CH:16]=3)[CH2:9][CH2:8]2)[CH2:3][CH2:4][CH2:5]1, predict the reactants needed to synthesize it. The reactants are: [F:1][C:2]1([CH2:6][N:7]2[CH2:12][CH2:11][CH:10]([CH2:13][O:14][C:15]3[CH:20]=[CH:19][C:18]([C:21]4[CH:26]=[CH:25][C:24]([C:27]([O:29]C)=[O:28])=[CH:23][CH:22]=4)=[CH:17][CH:16]=3)[CH2:9][CH2:8]2)[CH2:5][CH2:4][CH2:3]1.O[Li].O. (8) Given the product [CH3:14][C:13]1[CH:12]=[C:11]([C:10]([F:23])([F:22])[F:9])[N:7]([C:1]2[CH:6]=[CH:5][CH:4]=[CH:3][CH:2]=2)[N:8]=1, predict the reactants needed to synthesize it. The reactants are: [C:1]1([NH:7][NH2:8])[CH:6]=[CH:5][CH:4]=[CH:3][CH:2]=1.[F:9][C:10]([F:23])([F:22])[C:11](N1CCCC1)(O)[CH:12]=[C:13](O)[CH3:14].